This data is from Full USPTO retrosynthesis dataset with 1.9M reactions from patents (1976-2016). The task is: Predict the reactants needed to synthesize the given product. (1) Given the product [CH3:7][C:8]1[N:12]2[CH2:13][CH2:14][NH:15][C:16](=[O:17])[C:11]2=[C:10]([CH3:18])[C:9]=1[C:19]1[CH:24]=[CH:23][N:22]=[C:21]([NH:25][C:26]2[CH:27]=[CH:28][C:29]([CH2:32][C:33]([NH:61][CH2:60][CH2:59][O:58][CH3:57])=[O:35])=[CH:30][CH:31]=2)[N:20]=1, predict the reactants needed to synthesize it. The reactants are: N1C=CC=NC=1.[CH3:7][C:8]1[N:12]2[CH2:13][CH2:14][NH:15][C:16](=[O:17])[C:11]2=[C:10]([CH3:18])[C:9]=1[C:19]1[CH:24]=[CH:23][N:22]=[C:21]([NH:25][C:26]2[CH:31]=[CH:30][C:29]([CH2:32][C:33]([OH:35])=O)=[CH:28][CH:27]=2)[N:20]=1.CCN=C=NCCCN(C)C.C1C=CC2N(O)N=NC=2C=1.[CH3:57][O:58][CH2:59][CH2:60][NH2:61]. (2) Given the product [NH2:22][C:2]1[N:7]=[C:6]([O:8][C:9]2[CH:10]=[C:11]3[C:16](=[CH:17][CH:18]=2)[C:15]([C:19]([OH:21])=[O:20])=[CH:14][CH:13]=[CH:12]3)[CH:5]=[CH:4][N:3]=1, predict the reactants needed to synthesize it. The reactants are: F[C:2]1[N:7]=[C:6]([O:8][C:9]2[CH:10]=[C:11]3[C:16](=[CH:17][CH:18]=2)[C:15]([C:19]([OH:21])=[O:20])=[CH:14][CH:13]=[CH:12]3)[CH:5]=[CH:4][N:3]=1.[NH4+:22].[OH-]. (3) Given the product [N:24]1[C:25]2[C:20](=[CH:19][C:18]([NH:17][CH2:11][C:10]3[CH:13]=[CH:14][C:7]([O:6][CH2:5][CH2:4][N:3]([CH2:15][CH3:16])[CH2:1][CH3:2])=[CH:8][CH:9]=3)=[CH:27][CH:26]=2)[CH:21]=[CH:22][CH:23]=1, predict the reactants needed to synthesize it. The reactants are: [CH2:1]([N:3]([CH2:15][CH3:16])[CH2:4][CH2:5][O:6][C:7]1[CH:14]=[CH:13][C:10]([CH:11]=O)=[CH:9][CH:8]=1)[CH3:2].[NH2:17][C:18]1[CH:19]=[C:20]2[C:25](=[CH:26][CH:27]=1)[N:24]=[CH:23][CH:22]=[CH:21]2.C(O)(=O)C.C(O[BH-](OC(=O)C)OC(=O)C)(=O)C.[Na+].[OH-].[Na+].